From a dataset of Full USPTO retrosynthesis dataset with 1.9M reactions from patents (1976-2016). Predict the reactants needed to synthesize the given product. (1) The reactants are: C([O:3][C:4](=O)[CH:5]=[CH:6][C:7]1[CH:15]=[CH:14][C:10]([C:11]([OH:13])=[O:12])=[CH:9][C:8]=1[N+:16]([O-])=O)C. Given the product [O:3]=[C:4]1[CH2:5][CH2:6][C:7]2[C:8](=[CH:9][C:10]([C:11]([OH:13])=[O:12])=[CH:14][CH:15]=2)[NH:16]1, predict the reactants needed to synthesize it. (2) Given the product [OH:8][C:9]1[CH:21]=[CH:20][C:19]2[C:18]3[C:13](=[CH:14][C:15]([N:22]([CH3:25])[CH:23]=[O:24])=[CH:16][CH:17]=3)[N:12]([C:26]([O:28][C:29]([CH3:32])([CH3:31])[CH3:30])=[O:27])[C:11]=2[CH:10]=1, predict the reactants needed to synthesize it. The reactants are: C([O:8][C:9]1[CH:21]=[CH:20][C:19]2[C:18]3[C:13](=[CH:14][C:15]([N:22]([CH3:25])[CH:23]=[O:24])=[CH:16][CH:17]=3)[N:12]([C:26]([O:28][C:29]([CH3:32])([CH3:31])[CH3:30])=[O:27])[C:11]=2[CH:10]=1)C1C=CC=CC=1. (3) Given the product [Cl:36][C:37]1[C:52]([CH3:53])=[C:51]([C:10]2[C:3]3[C:2]([O:14][C@H:15]([CH2:21][C:22]4[CH:27]=[CH:26][CH:25]=[CH:24][C:23]=4[O:28][CH3:29])[C:16]([O:18][CH2:19][CH3:20])=[O:17])=[N:7][CH:6]=[N:5][C:4]=3[S:8][C:9]=2[CH2:12][CH3:13])[CH:50]=[CH:49][C:38]=1[O:39][CH2:40][CH2:41][N:42]1[CH2:47][CH2:46][N:45]([CH3:48])[CH2:44][CH2:43]1, predict the reactants needed to synthesize it. The reactants are: Cl[C:2]1[C:3]2[C:10](I)=[C:9]([CH2:12][CH3:13])[S:8][C:4]=2[N:5]=[CH:6][N:7]=1.[OH:14][C@H:15]([CH2:21][C:22]1[CH:27]=[CH:26][CH:25]=[CH:24][C:23]=1[O:28][CH3:29])[C:16]([O:18][CH2:19][CH3:20])=[O:17].C(=O)([O-])[O-].[Cs+].[Cs+].[Cl:36][C:37]1[C:52]([CH3:53])=[C:51](B2OC(C)(C)C(C)(C)O2)[CH:50]=[CH:49][C:38]=1[O:39][CH2:40][CH2:41][N:42]1[CH2:47][CH2:46][N:45]([CH3:48])[CH2:44][CH2:43]1. (4) Given the product [CH2:1]([O:3][C:4](=[O:17])[C@@H:5]([O:14][CH2:15][CH3:16])[CH2:6][C:7]1[CH:8]=[CH:9][C:10]([OH:13])=[CH:11][CH:12]=1)[C:2]1[CH:8]=[CH:7][CH:6]=[CH:5][CH:4]=1, predict the reactants needed to synthesize it. The reactants are: [CH2:1]([O:3][C:4](=[O:17])[C@@H:5]([O:14][CH2:15][CH3:16])[CH2:6][C:7]1[CH:12]=[CH:11][C:10]([OH:13])=[CH:9][CH:8]=1)[CH3:2].[H-].[Na+]. (5) Given the product [CH:1]1([C:7]2[C:15]3[C:10](=[CH:11][C:12]([C:16]([OH:18])=[O:17])=[CH:13][CH:14]=3)[N:9]([CH3:20])[C:8]=2[C:21]2[CH:26]=[CH:25][CH:24]=[CH:23][C:22]=2[O:27][CH2:28][C:29]([N:31]([CH3:42])[CH2:32][CH2:33][CH2:34][CH2:35][N:36]([CH3:41])[S:37](=[O:39])(=[O:40])[NH2:38])=[O:30])[CH2:6][CH2:5][CH2:4][CH2:3][CH2:2]1, predict the reactants needed to synthesize it. The reactants are: [CH:1]1([C:7]2[C:15]3[C:10](=[CH:11][C:12]([C:16]([O:18]C)=[O:17])=[CH:13][CH:14]=3)[N:9]([CH3:20])[C:8]=2[C:21]2[CH:26]=[CH:25][CH:24]=[CH:23][C:22]=2[O:27][CH2:28][C:29]([N:31]([CH3:42])[CH2:32][CH2:33][CH2:34][CH2:35][N:36]([CH3:41])[S:37](=[O:40])(=[O:39])[NH2:38])=[O:30])[CH2:6][CH2:5][CH2:4][CH2:3][CH2:2]1.C1(C2C3C(=CC(C(O)=O)=CC=3)N(C)C=2C2C=CC=CC=2OCC(N(C)CCOCCN(C)S(=O)(=O)N)=O)CCCCC1. (6) The reactants are: [CH3:1][C@H:2]1[NH:4][C@@H:3]1[C:5]([O:7][CH3:8])=[O:6].CCN(CC)CC.[O:16](C(OC(C)(C)C)=O)[C:17]([O:19][C:20]([CH3:23])([CH3:22])[CH3:21])=O. Given the product [CH3:1][C@H:2]1[N:4]([C:17]([O:19][C:20]([CH3:23])([CH3:22])[CH3:21])=[O:16])[C@@H:3]1[C:5]([O:7][CH3:8])=[O:6], predict the reactants needed to synthesize it.